Dataset: Forward reaction prediction with 1.9M reactions from USPTO patents (1976-2016). Task: Predict the product of the given reaction. (1) The product is: [CH3:1][C@H:2]1[C@@H:17]([CH3:18])[N:6]2[C:7]3[CH:8]=[C:9]([C:14]([O:16][CH2:20][CH3:21])=[O:15])[CH:10]=[CH:11][C:12]=3[CH:13]=[C:5]2[C:4](=[O:19])[NH:3]1.[CH3:1][C@@H:2]1[C@H:17]([CH3:18])[N:6]2[C:7]3[CH:8]=[C:9]([C:14]([O:16][CH2:20][CH3:21])=[O:15])[CH:10]=[CH:11][C:12]=3[CH:13]=[C:5]2[C:4](=[O:19])[NH:3]1. Given the reactants [CH3:1][C@H:2]1[C@@H:17]([CH3:18])[N:6]2[C:7]3[CH:8]=[C:9]([C:14]([OH:16])=[O:15])[CH:10]=[CH:11][C:12]=3[CH:13]=[C:5]2[C:4](=[O:19])[NH:3]1.[CH:20](O)(C)[CH3:21], predict the reaction product. (2) Given the reactants [C:1](Cl)(=[O:3])[CH3:2].[CH2:5]([O:7][C:8](=[O:41])[C:9]1[C:14]([NH2:15])=[CH:13][CH:12]=[C:11]([C:16]2[CH2:20][CH2:19][CH2:18][C:17]=2[C:21]2[CH:26]=[C:25]([C:27]([F:30])([F:29])[F:28])[CH:24]=[CH:23][C:22]=2[O:31][CH2:32][C:33]2[CH:38]=[CH:37][C:36]([F:39])=[CH:35][C:34]=2[F:40])[CH:10]=1)[CH3:6], predict the reaction product. The product is: [CH2:5]([O:7][C:8](=[O:41])[C:9]1[C:14]([NH:15][C:1](=[O:3])[CH3:2])=[CH:13][CH:12]=[C:11]([C:16]2[CH2:20][CH2:19][CH2:18][C:17]=2[C:21]2[CH:26]=[C:25]([C:27]([F:30])([F:29])[F:28])[CH:24]=[CH:23][C:22]=2[O:31][CH2:32][C:33]2[CH:38]=[CH:37][C:36]([F:39])=[CH:35][C:34]=2[F:40])[CH:10]=1)[CH3:6]. (3) Given the reactants [CH2:1]([O:8][C:9]1[CH:33]=[CH:32][C:12]([C:13]([NH:15][C:16]2[CH:21]=[CH:20][C:19]([O:22][CH3:23])=[C:18]([O:24]CC3C=CC=CC=3)[CH:17]=2)=[O:14])=[CH:11][C:10]=1[O:34]C)C1C=CC=CC=1.OCC1(OC[C@@H](O)[C@@H](O)[C@H]1O)O, predict the reaction product. The product is: [OH:34][C:10]1[CH:11]=[C:12]([CH:32]=[CH:33][C:9]=1[O:8][CH3:1])[C:13]([NH:15][C:16]1[CH:21]=[CH:20][C:19]([O:22][CH3:23])=[C:18]([OH:24])[CH:17]=1)=[O:14].